The task is: Predict the product of the given reaction.. This data is from Forward reaction prediction with 1.9M reactions from USPTO patents (1976-2016). (1) Given the reactants [Cl:1][C:2]1[CH:18]=[CH:17][C:5]2[CH2:6][CH2:7][N:8]([C:11](=[O:16])[C:12]([F:15])([F:14])[F:13])[CH2:9][CH2:10][C:4]=2[C:3]=1OS(C(F)(F)F)(=O)=O.[Cl:27][C:28]1[CH:35]=[CH:34][C:31]([CH2:32][NH2:33])=[CH:30][CH:29]=1, predict the reaction product. The product is: [Cl:1][C:2]1[CH:18]=[CH:17][C:5]2[CH2:6][CH2:7][N:8]([C:11](=[O:16])[C:12]([F:15])([F:14])[F:13])[CH2:9][CH2:10][C:4]=2[C:3]=1[NH:33][CH2:32][C:31]1[CH:34]=[CH:35][C:28]([Cl:27])=[CH:29][CH:30]=1. (2) Given the reactants F[C:2]1[C:3]([C:12]#[C:13][Si](C)(C)C)=[C:4]([C:10]#[N:11])[C:5](=[CH:8][CH:9]=1)[C:6]#[N:7].[NH2:18][C@@H:19]([C:21]1[CH:22]=[C:23]([CH:26]=[CH:27][CH:28]=1)[C:24]#[N:25])[CH3:20].C([O-])([O-])=O.[K+].[K+].C([O-])(O)=O.[Na+], predict the reaction product. The product is: [C:24]([C:23]1[CH:22]=[C:21]([C@H:19]([N:18]2[C:2]3[C:3](=[C:4]([C:10]#[N:11])[C:5]([C:6]#[N:7])=[CH:8][CH:9]=3)[CH:12]=[CH:13]2)[CH3:20])[CH:28]=[CH:27][CH:26]=1)#[N:25]. (3) Given the reactants [CH3:1][O:2][C:3](=[O:22])[CH2:4][S:5]([C:8]1[CH:13]=[CH:12][C:11]([NH:14][C:15]([O:17][C:18]([CH3:21])([CH3:20])[CH3:19])=[O:16])=[CH:10][CH:9]=1)(=[O:7])=[O:6].[CH2:23](Br)[CH3:24].[N:26]1[C:31]2[CH:32]=[CH:33][CH:34]=[CH:35][C:30]=2[C:29](=[O:36])[NH:28][N:27]=1.C(=O)([O-])[O-].[K+].[K+], predict the reaction product. The product is: [C:18]([O:17][C:15]([NH:14][C:11]1[CH:10]=[CH:9][C:8]([S:5]([CH:4]([CH2:23][CH2:24][N:28]2[C:29](=[O:36])[C:30]3[CH:35]=[CH:34][CH:33]=[CH:32][C:31]=3[N:26]=[N:27]2)[C:3]([O:2][CH3:1])=[O:22])(=[O:7])=[O:6])=[CH:13][CH:12]=1)=[O:16])([CH3:19])([CH3:21])[CH3:20]. (4) Given the reactants [CH2:1]([O:3][C:4](=[O:12])[C:5]1[CH:10]=[CH:9][C:8](F)=[CH:7][CH:6]=1)[CH3:2].[NH:13]1[CH2:18][CH2:17][CH:16]([OH:19])[CH2:15][CH2:14]1.C(=O)([O-])[O-].[K+].[K+].O, predict the reaction product. The product is: [CH2:1]([O:3][C:4](=[O:12])[C:5]1[CH:10]=[CH:9][C:8]([N:13]2[CH2:18][CH2:17][CH:16]([OH:19])[CH2:15][CH2:14]2)=[CH:7][CH:6]=1)[CH3:2]. (5) Given the reactants [CH3:1][O:2][C:3]([C@@H:5]1[CH2:9][C@@H:8]([S:10]([C:13]2[CH:18]=[CH:17][CH:16]=[CH:15][C:14]=2[C:19]([F:22])([F:21])[F:20])(=[O:12])=[O:11])[CH2:7][N:6]1[C:23](=S)[CH2:24][C:25](=O)[CH3:26])=[O:4].[CH3:29][NH:30][NH2:31], predict the reaction product. The product is: [CH3:1][O:2][C:3]([C@@H:5]1[CH2:9][C@@H:8]([S:10]([C:13]2[CH:18]=[CH:17][CH:16]=[CH:15][C:14]=2[C:19]([F:22])([F:21])[F:20])(=[O:12])=[O:11])[CH2:7][N:6]1[C:23]1[CH:24]=[C:25]([CH3:26])[N:30]([CH3:29])[N:31]=1)=[O:4]. (6) Given the reactants [Cl:1][C:2]1[CH:21]=[CH:20][C:5]([CH2:6][CH:7]2[C:16]3[C:11](=[CH:12][CH:13]=[C:14]([O:17]C)[CH:15]=3)[CH2:10][CH2:9][CH:8]2[NH2:19])=[CH:4][CH:3]=1.ClC1C=C(C=CC=1Cl)CC1C2C(=CC=C(OC)C=2)CCC1N.[OH-].[Na+], predict the reaction product. The product is: [NH2:19][CH:8]1[CH:7]([CH2:6][C:5]2[CH:4]=[CH:3][C:2]([Cl:1])=[CH:21][CH:20]=2)[C:16]2[CH:15]=[C:14]([OH:17])[CH:13]=[CH:12][C:11]=2[CH2:10][CH2:9]1. (7) Given the reactants [OH-:1].[Na+].[C:3]1([CH3:9])[CH:8]=CC=C[CH:4]=1, predict the reaction product. The product is: [C:3]([O:1][C:3]([CH3:4])([CH3:8])[CH3:9])([CH3:9])([CH3:8])[CH3:4].